From a dataset of Forward reaction prediction with 1.9M reactions from USPTO patents (1976-2016). Predict the product of the given reaction. (1) Given the reactants [C:1]1([C:7](=O)[CH2:8][C:9]2[CH:14]=[CH:13][CH:12]=[CH:11][CH:10]=2)[CH:6]=[CH:5][CH:4]=[CH:3][CH:2]=1.[NH2:16][C:17]([NH2:19])=[O:18].[CH3:20][O:21][C:22]1[CH:29]=[CH:28][C:25]([CH:26]=O)=[CH:24][CH:23]=1.Cl, predict the reaction product. The product is: [CH3:20][O:21][C:22]1[CH:29]=[CH:28][C:25]([CH:26]2[C:8]([C:9]3[CH:14]=[CH:13][CH:12]=[CH:11][CH:10]=3)=[C:7]([C:1]3[CH:6]=[CH:5][CH:4]=[CH:3][CH:2]=3)[NH:19][C:17](=[O:18])[NH:16]2)=[CH:24][CH:23]=1. (2) Given the reactants [C:1]([N:4]1[C@H:8]([CH2:9]O)[C@@H:7]([C:11]2[CH:16]=[CH:15][C:14]([S:17]([CH3:20])(=[O:19])=[O:18])=[CH:13][CH:12]=2)[O:6][C:5]1([CH3:22])[CH3:21])(=[O:3])[CH3:2].C(N(CC)C(F)(F)C(F)C(F)(F)[F:29])C, predict the reaction product. The product is: [C:1]([N:4]1[C@H:8]([CH2:9][F:29])[C@@H:7]([C:11]2[CH:16]=[CH:15][C:14]([S:17]([CH3:20])(=[O:19])=[O:18])=[CH:13][CH:12]=2)[O:6][C:5]1([CH3:22])[CH3:21])(=[O:3])[CH3:2]. (3) Given the reactants [Br:1][C:2]1[CH:3]=[C:4]([CH:26]=[C:27]([Br:31])[C:28]=1[O:29]C)[C:5]([N:7]1[CH2:12][CH2:11][O:10][C:9]2[N:13]=[CH:14][C:15]([C:17]3[CH:22]=[CH:21][C:20]([C:23](=[O:25])[CH3:24])=[CH:19][CH:18]=3)=[CH:16][C:8]1=2)=[O:6].[Br-].[Li+].N1CCNCC1.Cl, predict the reaction product. The product is: [Br:1][C:2]1[CH:3]=[C:4]([CH:26]=[C:27]([Br:31])[C:28]=1[OH:29])[C:5]([N:7]1[CH2:12][CH2:11][O:10][C:9]2[N:13]=[CH:14][C:15]([C:17]3[CH:22]=[CH:21][C:20]([C:23](=[O:25])[CH3:24])=[CH:19][CH:18]=3)=[CH:16][C:8]1=2)=[O:6]. (4) Given the reactants CO[C:3]([C:5]1[C:6]([OH:39])=[C:7]2[C:12](=[C:13]([C:15]3[CH:16]=[N:17][CH:18]=[CH:19][CH:20]=3)[N:14]=1)[N:11](CC1C=CC=CC=1)[C:10](=[O:28])[C:9]([C:29]1[CH:34]=[CH:33][C:32]([C:35]([F:38])([F:37])[F:36])=[CH:31][CH:30]=1)=[CH:8]2)=[O:4].C[O-].[Na+].[C:43]([O-:46])(O)=[O:44].[Na+], predict the reaction product. The product is: [CH2:35]([N:14]1[C:13]([C:15]2[CH:16]=[N:17][CH:18]=[CH:19][CH:20]=2)=[C:12]2[C:7](=[CH:8][CH:9]([C:29]3[CH:34]=[CH:33][C:32]([C:35]([F:36])([F:38])[F:37])=[CH:31][CH:30]=3)[C:10](=[O:28])[NH:11]2)[C:6]([OH:39])=[C:5]1[C:3]([NH:11][CH2:10][CH2:9][C:43]([OH:46])=[O:44])=[O:4])[C:32]1[CH:33]=[CH:34][CH:29]=[CH:30][CH:31]=1.